Dataset: HIV replication inhibition screening data with 41,000+ compounds from the AIDS Antiviral Screen. Task: Binary Classification. Given a drug SMILES string, predict its activity (active/inactive) in a high-throughput screening assay against a specified biological target. The molecule is CC(=NNC(=O)c1ccncc1)C(F)(F)F. The result is 0 (inactive).